From a dataset of Full USPTO retrosynthesis dataset with 1.9M reactions from patents (1976-2016). Predict the reactants needed to synthesize the given product. (1) Given the product [O:15]=[C:12]1[CH2:13][CH2:14][O:9][CH2:10][CH:11]1[C:29]([O:31][CH2:32][CH3:33])=[O:30], predict the reactants needed to synthesize it. The reactants are: C([N-]C(C)C)(C)C.[Li+].[O:9]1[CH2:14][CH2:13][C:12](=[O:15])[CH2:11][CH2:10]1.CN(C)P(=O)(N(C)C)N(C)C.C([C:29]([O:31][CH2:32][CH3:33])=[O:30])#N. (2) Given the product [Cl:1][C:2]1[C:15]([NH:16][C:17]2[N:25]([CH3:40])[C:24]3[CH:26]=[C:27]([N:28]4[CH2:33][CH2:32][CH:31]([C:34]([F:37])([F:36])[F:35])[CH2:30][CH2:29]4)[C:21]([Cl:20])=[CH:22][C:23]=3[N:38]=2)=[C:14]([Cl:19])[CH:13]=[CH:12][C:3]=1[CH2:4][NH:5][C:6](=[O:11])[C:7]([CH3:10])([CH3:9])[CH3:8], predict the reactants needed to synthesize it. The reactants are: [Cl:1][C:2]1[C:15]([N:16]=[C:17]=S)=[C:14]([Cl:19])[CH:13]=[CH:12][C:3]=1[CH2:4][NH:5][C:6](=[O:11])[C:7]([CH3:10])([CH3:9])[CH3:8].[Cl:20][C:21]1[C:27]([N:28]2[CH2:33][CH2:32][CH:31]([C:34]([F:37])([F:36])[F:35])[CH2:30][CH2:29]2)=[CH:26][C:24]([NH2:25])=[C:23]([NH:38]C)[CH:22]=1.[CH3:40]C(C)N=C=NC(C)C. (3) Given the product [CH:38]([O:37][CH2:36][CH2:35][NH:34][S:28]([NH:31][C:20](=[O:21])[O:19][CH2:17][CH2:18][CH3:13])(=[O:30])=[O:29])([CH3:40])[CH3:39], predict the reactants needed to synthesize it. The reactants are: ClC1C(O[C:13]2[CH:18]=[C:17]([O:19][CH2:20][O:21]C)C=CC=2CCCO)=NC=C(C(F)(F)F)C=1.Cl[S:28]([N:31]=C=O)(=[O:30])=[O:29].[NH2:34][CH2:35][CH2:36][O:37][CH:38]([CH3:40])[CH3:39].Cl.